Predict the reactants needed to synthesize the given product. From a dataset of Full USPTO retrosynthesis dataset with 1.9M reactions from patents (1976-2016). The reactants are: [O:1]1[CH2:6][CH2:5][CH2:4][CH2:3][CH:2]1[O:7][CH2:8][C:9]1[CH:10]=[C:11]([CH2:15][OH:16])[CH:12]=[CH:13][CH:14]=1.[Cl:17][C:18]1[C:23]([Cl:24])=[CH:22][CH:21]=[CH:20][C:19]=1[S:25]([NH:28][C:29]1[C:34](Cl)=[N:33][C:32]([Cl:36])=[CH:31][N:30]=1)(=[O:27])=[O:26]. Given the product [Cl:17][C:18]1[C:23]([Cl:24])=[CH:22][CH:21]=[CH:20][C:19]=1[S:25]([NH:28][C:29]1[C:34]([O:16][CH2:15][C:11]2[CH:12]=[CH:13][CH:14]=[C:9]([CH2:8][O:7][CH:2]3[CH2:3][CH2:4][CH2:5][CH2:6][O:1]3)[CH:10]=2)=[N:33][C:32]([Cl:36])=[CH:31][N:30]=1)(=[O:27])=[O:26], predict the reactants needed to synthesize it.